From a dataset of CYP2C9 inhibition data for predicting drug metabolism from PubChem BioAssay. Regression/Classification. Given a drug SMILES string, predict its absorption, distribution, metabolism, or excretion properties. Task type varies by dataset: regression for continuous measurements (e.g., permeability, clearance, half-life) or binary classification for categorical outcomes (e.g., BBB penetration, CYP inhibition). Dataset: cyp2c9_veith. (1) The molecule is O=c1[nH]c(=O)c2nc3ccccc3nc2[nH]1. The result is 0 (non-inhibitor). (2) The molecule is CC(C)(C)c1cc(/C=N/n2cnnc2)cc(C(C)(C)C)c1O. The result is 1 (inhibitor).